Dataset: NCI-60 drug combinations with 297,098 pairs across 59 cell lines. Task: Regression. Given two drug SMILES strings and cell line genomic features, predict the synergy score measuring deviation from expected non-interaction effect. Drug 2: CC1=C2C(C(=O)C3(C(CC4C(C3C(C(C2(C)C)(CC1OC(=O)C(C(C5=CC=CC=C5)NC(=O)C6=CC=CC=C6)O)O)OC(=O)C7=CC=CC=C7)(CO4)OC(=O)C)O)C)OC(=O)C. Cell line: SNB-19. Synergy scores: CSS=51.6, Synergy_ZIP=11.6, Synergy_Bliss=11.6, Synergy_Loewe=-26.0, Synergy_HSA=12.5. Drug 1: CC12CCC(CC1=CCC3C2CCC4(C3CC=C4C5=CN=CC=C5)C)O.